Dataset: CYP1A2 inhibition data for predicting drug metabolism from PubChem BioAssay. Task: Regression/Classification. Given a drug SMILES string, predict its absorption, distribution, metabolism, or excretion properties. Task type varies by dataset: regression for continuous measurements (e.g., permeability, clearance, half-life) or binary classification for categorical outcomes (e.g., BBB penetration, CYP inhibition). Dataset: cyp1a2_veith. (1) The molecule is O=C(c1csnn1)N1CCC2(CC1)CCN(c1cccc(-c3ccccc3)c1)CC2. The result is 1 (inhibitor). (2) The molecule is COCCn1c(=O)cnc2cnc(Oc3ccccc3)nc21. The result is 1 (inhibitor). (3) The drug is O=S(=O)(c1ccccc1)N1CCC2(CCCN(C(c3ccccc3)c3ccccc3)C2)CC1. The result is 0 (non-inhibitor). (4) The molecule is CCCCSCc1nc2nc(Cl)c(Cl)nc2[nH]1. The result is 1 (inhibitor). (5) The drug is Cl.c1ccc(CSc2nnc([C@@H]3CCCN3)o2)cc1. The result is 1 (inhibitor). (6) The compound is COc1ccc(NC(=O)COC(=O)Cn2c(C)nc3ccccc32)cc1OC. The result is 0 (non-inhibitor).